Dataset: Full USPTO retrosynthesis dataset with 1.9M reactions from patents (1976-2016). Task: Predict the reactants needed to synthesize the given product. (1) Given the product [Br:4][C:5]1[CH:6]=[C:7]([C:11]([OH:13])([CH3:1])[CH3:12])[CH:8]=[N:9][CH:10]=1, predict the reactants needed to synthesize it. The reactants are: [CH3:1][Mg]Br.[Br:4][C:5]1[CH:6]=[C:7]([C:11](=[O:13])[CH3:12])[CH:8]=[N:9][CH:10]=1. (2) Given the product [N:10]1[CH:15]=[CH:14][C:13]([C:5]2[CH:6]=[C:7]([NH2:8])[C:2]([NH2:1])=[N:3][CH:4]=2)=[CH:12][CH:11]=1, predict the reactants needed to synthesize it. The reactants are: [NH2:1][C:2]1[C:7]([NH2:8])=[CH:6][C:5](Br)=[CH:4][N:3]=1.[N:10]1[CH:15]=[CH:14][C:13](B(O)O)=[CH:12][CH:11]=1.C([O-])([O-])=O.[Na+].[Na+].